The task is: Predict the product of the given reaction.. This data is from Forward reaction prediction with 1.9M reactions from USPTO patents (1976-2016). (1) Given the reactants [C:1]([NH:4][C:5]1[CH:10]=[CH:9][C:8]([S:11]([O-:13])=[O:12])=[CH:7][CH:6]=1)(=[O:3])[CH3:2].[Na+].[CH3:15][O:16][C:17]1[CH:22]=[CH:21][C:20](B(O)O)=[CH:19][CH:18]=1.CCN(CC)CC.[NH4+].[OH-], predict the reaction product. The product is: [CH3:15][O:16][C:17]1[CH:22]=[CH:21][C:20]([S:11]([C:8]2[CH:7]=[CH:6][C:5]([NH:4][C:1](=[O:3])[CH3:2])=[CH:10][CH:9]=2)(=[O:13])=[O:12])=[CH:19][CH:18]=1. (2) The product is: [C:33]([NH:35][C@H:36]([C:58]([OH:60])=[O:59])[CH2:37][CH2:38][CH2:39][NH:40][C:41](=[NH:42])[NH2:50])([O:32][C:29]([CH3:30])([CH3:28])[CH3:31])=[O:34]. Given the reactants C1C2C(=CC=CC=2)C=C(C2C=CC(O)=CC=2)N=1.C1C=CC2N(O)N=NC=2C=1.[CH3:28][C:29]([O:32][C:33]([NH:35][C@H:36]([C:58]([OH:60])=[O:59])[CH2:37][CH2:38][CH2:39][N:40]=[C:41]([NH:50]C(OC(C)(C)C)=O)[NH:42]C(OC(C)(C)C)=O)=[O:34])([CH3:31])[CH3:30].CCN=C=NCCCN(C)C.Cl.C(N(CC)C(C)C)(C)C, predict the reaction product. (3) Given the reactants C[Si]([C:5]#[C:6][C:7]1[CH:8]=[C:9]([CH:30]=[CH:31][CH:32]=1)[CH2:10][CH:11]1[C:18]2[CH:17]=[C:16]([C:19]([O:21][CH3:22])=[O:20])[N:15](C(OC(C)(C)C)=O)[C:14]=2[CH2:13][CH2:12]1)(C)C.[F-].C([N+](CCCC)(CCCC)CCCC)CCC.[Cl-].[NH4+], predict the reaction product. The product is: [C:6]([C:7]1[CH:8]=[C:9]([CH:30]=[CH:31][CH:32]=1)[CH2:10][CH:11]1[C:18]2[CH:17]=[C:16]([C:19]([O:21][CH3:22])=[O:20])[NH:15][C:14]=2[CH2:13][CH2:12]1)#[CH:5]. (4) Given the reactants [NH:1]1[CH2:4][CH:3]([CH2:5][S:6]([C:9]2[CH:26]=[CH:25][C:12]3[N:13]([CH2:21][CH:22]4[CH2:24][CH2:23]4)[C:14]([CH2:16][C:17]([CH3:20])([CH3:19])[CH3:18])=[N:15][C:11]=3[CH:10]=2)(=[O:8])=[O:7])[CH2:2]1.C(N(CC)CC)C.C[Si]([N:38]=[C:39]=[O:40])(C)C, predict the reaction product. The product is: [CH:22]1([CH2:21][N:13]2[C:12]3[CH:25]=[CH:26][C:9]([S:6]([CH2:5][CH:3]4[CH2:2][N:1]([C:39]([NH2:38])=[O:40])[CH2:4]4)(=[O:8])=[O:7])=[CH:10][C:11]=3[N:15]=[C:14]2[CH2:16][C:17]([CH3:20])([CH3:19])[CH3:18])[CH2:23][CH2:24]1. (5) Given the reactants [NH:1]([C:3]1[CH:8]=[C:7]([N:9]2[CH2:14][CH2:13][O:12][CH2:11][CH2:10]2)[N:6]=[C:5]([O:15][CH2:16][CH2:17][N:18]2[CH2:23][CH2:22][O:21][CH2:20][CH2:19]2)[N:4]=1)[NH2:2].[CH3:24][C:25]1[CH:26]=[C:27]2[C:31](=[CH:32][CH:33]=1)[NH:30][C:29](=[O:34])[C:28]2=O, predict the reaction product. The product is: [CH3:24][C:25]1[CH:26]=[C:27]2[C:31](=[CH:32][CH:33]=1)[NH:30][C:29](=[O:34])[C:28]2=[N:2][NH:1][C:3]1[CH:8]=[C:7]([N:9]2[CH2:10][CH2:11][O:12][CH2:13][CH2:14]2)[N:6]=[C:5]([O:15][CH2:16][CH2:17][N:18]2[CH2:19][CH2:20][O:21][CH2:22][CH2:23]2)[N:4]=1.